Dataset: Peptide-MHC class II binding affinity with 134,281 pairs from IEDB. Task: Regression. Given a peptide amino acid sequence and an MHC pseudo amino acid sequence, predict their binding affinity value. This is MHC class II binding data. (1) The peptide sequence is YQIAFSRGNRAFIAI. The MHC is HLA-DPA10201-DPB11401 with pseudo-sequence HLA-DPA10201-DPB11401. The binding affinity (normalized) is 0.394. (2) The peptide sequence is GELQIQDKIDAAFKI. The MHC is DRB1_1501 with pseudo-sequence DRB1_1501. The binding affinity (normalized) is 0.387.